Predict the reactants needed to synthesize the given product. From a dataset of Full USPTO retrosynthesis dataset with 1.9M reactions from patents (1976-2016). (1) Given the product [CH2:17]([O:24][C:25]([C@@H:27]1[CH2:31][CH2:30][CH2:29][N:28]1[S:32]([C:35]1[CH:36]=[CH:37][C:38]([N:41]2[CH2:46][CH2:45][CH:44]([NH:1][CH2:2][C@H:3]([OH:4])[C:5]3[CH:6]=[CH:7][C:8]([OH:16])=[C:9]([NH:11][S:12]([CH3:15])(=[O:14])=[O:13])[CH:10]=3)[CH2:43][CH2:42]2)=[CH:39][CH:40]=1)(=[O:33])=[O:34])=[O:26])[C:18]1[CH:19]=[CH:20][CH:21]=[CH:22][CH:23]=1, predict the reactants needed to synthesize it. The reactants are: [NH2:1][CH2:2][C@@H:3]([C:5]1[CH:6]=[CH:7][C:8]([OH:16])=[C:9]([NH:11][S:12]([CH3:15])(=[O:14])=[O:13])[CH:10]=1)[OH:4].[CH2:17]([O:24][C:25]([C@@H:27]1[CH2:31][CH2:30][CH2:29][N:28]1[S:32]([C:35]1[CH:40]=[CH:39][C:38]([N:41]2[CH2:46][CH2:45][C:44](=O)[CH2:43][CH2:42]2)=[CH:37][CH:36]=1)(=[O:34])=[O:33])=[O:26])[C:18]1[CH:23]=[CH:22][CH:21]=[CH:20][CH:19]=1. (2) Given the product [Cl:14][C:8]1[CH:7]=[C:6]2[C:11]([C:12](=[O:13])[C:3]([CH2:2][NH:1][C:30](=[O:31])[C:29]3[CH:33]=[CH:34][N:35]=[C:27]([N:24]4[CH2:23][CH2:22][O:21][CH2:26][CH2:25]4)[CH:28]=3)=[CH:4][N:5]2[C:15]2[CH:16]=[CH:17][CH:18]=[CH:19][CH:20]=2)=[CH:10][CH:9]=1, predict the reactants needed to synthesize it. The reactants are: [NH2:1][CH2:2][C:3]1[C:12](=[O:13])[C:11]2[C:6](=[CH:7][C:8]([Cl:14])=[CH:9][CH:10]=2)[N:5]([C:15]2[CH:20]=[CH:19][CH:18]=[CH:17][CH:16]=2)[CH:4]=1.[O:21]1[CH2:26][CH2:25][N:24]([C:27]2[CH:28]=[C:29]([CH:33]=[CH:34][N:35]=2)[C:30](O)=[O:31])[CH2:23][CH2:22]1.